This data is from Full USPTO retrosynthesis dataset with 1.9M reactions from patents (1976-2016). The task is: Predict the reactants needed to synthesize the given product. (1) Given the product [Br:1][C:2]1[CH:10]=[CH:9][C:5]([C:6]2[O:7][N:17]=[C:15]([CH3:16])[N:8]=2)=[CH:4][C:3]=1[O:11][CH3:12], predict the reactants needed to synthesize it. The reactants are: [Br:1][C:2]1[CH:10]=[CH:9][C:5]([C:6]([NH2:8])=[O:7])=[CH:4][C:3]=1[O:11][CH3:12].CO[C:15](OC)([N:17](C)C)[CH3:16].Cl.NO.[OH-].[Na+]. (2) Given the product [CH3:38][O:37][C:34]1[CH:33]=[CH:32][C:31]([CH2:30][N:8]([CH2:7][C:6]2[CH:5]=[CH:4][C:3]([O:2][CH3:1])=[CH:40][CH:39]=2)[C:9]2[N:10]=[CH:11][C:12]([C:15]3[C:16]4[CH2:29][CH2:28][N:27]([C:42]5[CH:43]=[C:44]([CH2:48][CH2:49][C:50]([N:52]6[CH2:53][CH2:54][N:55]([CH3:58])[CH2:56][CH2:57]6)=[O:51])[CH:45]=[CH:46][CH:47]=5)[C:17]=4[N:18]=[C:19]([N:21]4[CH2:26][CH2:25][O:24][CH2:23][CH2:22]4)[N:20]=3)=[CH:13][N:14]=2)=[CH:36][CH:35]=1, predict the reactants needed to synthesize it. The reactants are: [CH3:1][O:2][C:3]1[CH:40]=[CH:39][C:6]([CH2:7][N:8]([CH2:30][C:31]2[CH:36]=[CH:35][C:34]([O:37][CH3:38])=[CH:33][CH:32]=2)[C:9]2[N:14]=[CH:13][C:12]([C:15]3[C:16]4[CH2:29][CH2:28][NH:27][C:17]=4[N:18]=[C:19]([N:21]4[CH2:26][CH2:25][O:24][CH2:23][CH2:22]4)[N:20]=3)=[CH:11][N:10]=2)=[CH:5][CH:4]=1.Br[C:42]1[CH:43]=[C:44]([CH2:48][CH2:49][C:50]([N:52]2[CH2:57][CH2:56][N:55]([CH3:58])[CH2:54][CH2:53]2)=[O:51])[CH:45]=[CH:46][CH:47]=1. (3) Given the product [CH3:35][O:36][C:37]1[CH:38]=[C:39]([C:43]([N:45]=[C:46]=[S:47])=[O:44])[CH:40]=[CH:41][CH:42]=1.[CH3:12][O:13][C:14]1[CH:15]=[C:16]2[C:21](=[CH:22][C:23]=1[O:24][CH3:25])[N:20]=[CH:19][CH:18]=[C:17]2[O:26][C:27]1[CH:33]=[CH:32][C:30]([NH:31][C:46]([NH:45][C:43](=[O:44])[C:39]2[CH:40]=[CH:41][CH:42]=[C:37]([O:36][CH3:35])[CH:38]=2)=[S:47])=[C:29]([F:34])[CH:28]=1, predict the reactants needed to synthesize it. The reactants are: COC1C=C(C(Cl)=O)C=CC=1.[CH3:12][O:13][C:14]1[CH:15]=[C:16]2[C:21](=[CH:22][C:23]=1[O:24][CH3:25])[N:20]=[CH:19][CH:18]=[C:17]2[O:26][C:27]1[CH:33]=[CH:32][C:30]([NH2:31])=[C:29]([F:34])[CH:28]=1.[CH3:35][O:36][C:37]1[CH:38]=[C:39]([C:43]([N:45]=[C:46]=[S:47])=[O:44])[CH:40]=[CH:41][CH:42]=1. (4) Given the product [CH3:34][CH:35]1[CH2:40][CH2:39][N:38]([C:11]([C:9]2[N:10]=[C:6]([C:4]([O:3][CH2:1][CH3:2])=[O:5])[S:7][C:8]=2[C:14]2[C:23]3[C:18](=[CH:19][CH:20]=[CH:21][CH:22]=3)[C:17]([S:24](=[O:32])(=[O:33])[NH:25][C@@H:26]([CH3:31])[C:27]([F:28])([F:29])[F:30])=[CH:16][CH:15]=2)=[O:13])[CH2:37][CH2:36]1, predict the reactants needed to synthesize it. The reactants are: [CH2:1]([O:3][C:4]([C:6]1[S:7][C:8]([C:14]2[C:23]3[C:18](=[CH:19][CH:20]=[CH:21][CH:22]=3)[C:17]([S:24](=[O:33])(=[O:32])[NH:25][C@@H:26]([CH3:31])[C:27]([F:30])([F:29])[F:28])=[CH:16][CH:15]=2)=[C:9]([C:11]([OH:13])=O)[N:10]=1)=[O:5])[CH3:2].[CH3:34][CH:35]1[CH2:40][CH2:39][NH:38][CH2:37][CH2:36]1.CN(C(ON1N=NC2C=CC=NC1=2)=[N+](C)C)C.F[P-](F)(F)(F)(F)F.C(#N)C. (5) The reactants are: [OH:1][CH2:2][CH:3]1[CH2:8][CH2:7][N:6]([C:9]([O:11][CH2:12][C:13]2[CH:18]=[CH:17][CH:16]=[CH:15][CH:14]=2)=[O:10])[CH2:5][CH2:4]1.Br[CH2:20][C:21]([O:23][C:24]([CH3:27])([CH3:26])[CH3:25])=[O:22].[OH-].[Na+]. Given the product [C:24]([O:23][C:21](=[O:22])[CH2:20][O:1][CH2:2][CH:3]1[CH2:8][CH2:7][N:6]([C:9]([O:11][CH2:12][C:13]2[CH:14]=[CH:15][CH:16]=[CH:17][CH:18]=2)=[O:10])[CH2:5][CH2:4]1)([CH3:27])([CH3:26])[CH3:25], predict the reactants needed to synthesize it. (6) Given the product [Br:1][C:2]1[CH:11]=[CH:10][CH:9]=[C:8]2[C:3]=1[CH2:4][CH2:5][N:6]([CH:16]([C:18]1[CH:23]=[CH:22][C:21]([F:24])=[CH:20][CH:19]=1)[CH3:17])[C:7]2=[O:12], predict the reactants needed to synthesize it. The reactants are: [Br:1][C:2]1[CH:11]=[CH:10][CH:9]=[C:8]2[C:3]=1[CH2:4][CH2:5][NH:6][C:7]2=[O:12].[H-].[Na+].Br[CH:16]([C:18]1[CH:23]=[CH:22][C:21]([F:24])=[CH:20][CH:19]=1)[CH3:17].O. (7) Given the product [NH2:19][C:15]1[CH:14]=[C:13]([C:4]2[CH:5]=[C:6]([C:9]([F:11])([F:10])[F:12])[CH:7]=[CH:8][C:3]=2[OH:2])[CH:18]=[CH:17][N:16]=1, predict the reactants needed to synthesize it. The reactants are: C[O:2][C:3]1[CH:8]=[CH:7][C:6]([C:9]([F:12])([F:11])[F:10])=[CH:5][C:4]=1[C:13]1[CH:18]=[CH:17][N:16]=[C:15]([NH2:19])[CH:14]=1.B(Br)(Br)Br. (8) Given the product [OH:14][C@H:11]1[CH2:12][CH2:13][N:9]([C:4]2[CH:3]=[C:2]([C:16]3[S:17][C:18]([NH:30][C:31](=[O:37])[O:32][C:33]([CH3:35])([CH3:34])[CH3:36])=[C:19]([C:21](=[O:29])[NH:22][C:23]4[CH:24]=[N:25][N:26]([CH3:28])[CH:27]=4)[N:20]=3)[CH:7]=[CH:6][CH:5]=2)[CH2:10]1, predict the reactants needed to synthesize it. The reactants are: Br[C:2]1[CH:7]=[CH:6][CH:5]=[C:4](Br)[CH:3]=1.[NH:9]1[CH2:13][CH2:12][C@H:11]([OH:14])[CH2:10]1.Br[C:16]1[S:17][C:18]([NH:30][C:31](=[O:37])[O:32][C:33]([CH3:36])([CH3:35])[CH3:34])=[C:19]([C:21](=[O:29])[NH:22][C:23]2[CH:24]=[N:25][N:26]([CH3:28])[CH:27]=2)[N:20]=1.